This data is from Forward reaction prediction with 1.9M reactions from USPTO patents (1976-2016). The task is: Predict the product of the given reaction. Given the reactants Cl.FC1C=C(C=CC=1)CN1C=C(C2C3C(=NC=C(C4C=CC(C5CCNCC5)=CC=4)C=3)N(S(C3C=CC(C)=CC=3)(=O)=O)C=2)C=N1.[CH2:46]([N:54]1[CH:58]=[C:57]([C:59]2[C:67]3[C:62](=[N:63][CH:64]=[C:65]([C:68]4[CH:73]=[CH:72][C:71]([N:74]5[CH2:79][CH2:78][N:77]([C:80]([O:82][C:83]([CH3:86])([CH3:85])[CH3:84])=[O:81])[CH2:76][CH2:75]5)=[CH:70][CH:69]=4)[CH:66]=3)[N:61](S(C3C=CC(C)=CC=3)(=O)=O)[CH:60]=2)[CH:56]=[N:55]1)[CH2:47][C:48]1[CH:53]=[CH:52][CH:51]=[CH:50][CH:49]=1.[OH-].[Li+], predict the reaction product. The product is: [CH2:46]([N:54]1[CH:58]=[C:57]([C:59]2[C:67]3[C:62](=[N:63][CH:64]=[C:65]([C:68]4[CH:69]=[CH:70][C:71]([N:74]5[CH2:75][CH2:76][N:77]([C:80]([O:82][C:83]([CH3:86])([CH3:85])[CH3:84])=[O:81])[CH2:78][CH2:79]5)=[CH:72][CH:73]=4)[CH:66]=3)[NH:61][CH:60]=2)[CH:56]=[N:55]1)[CH2:47][C:48]1[CH:49]=[CH:50][CH:51]=[CH:52][CH:53]=1.